Dataset: Full USPTO retrosynthesis dataset with 1.9M reactions from patents (1976-2016). Task: Predict the reactants needed to synthesize the given product. (1) Given the product [Cl:41][C:22]1[C:23]([NH:25][C:26]2[CH:31]=[CH:30][C:29]([N:32]3[CH2:37][CH2:36][N:35]([CH3:38])[CH2:34][CH2:33]3)=[CH:28][C:27]=2[O:39][CH3:40])=[N:24][C:19]([NH:1][C:2]2[C:15]([O:16][CH3:17])=[CH:14][C:5]3[CH2:6][C:7](=[O:13])[N:8]([CH2:11][CH3:12])[CH2:9][CH2:10][C:4]=3[CH:3]=2)=[N:20][CH:21]=1, predict the reactants needed to synthesize it. The reactants are: [NH2:1][C:2]1[C:15]([O:16][CH3:17])=[CH:14][C:5]2[CH2:6][C:7](=[O:13])[N:8]([CH2:11][CH3:12])[CH2:9][CH2:10][C:4]=2[CH:3]=1.Cl[C:19]1[N:24]=[C:23]([NH:25][C:26]2[CH:31]=[CH:30][C:29]([N:32]3[CH2:37][CH2:36][N:35]([CH3:38])[CH2:34][CH2:33]3)=[CH:28][C:27]=2[O:39][CH3:40])[C:22]([Cl:41])=[CH:21][N:20]=1. (2) The reactants are: Br[CH2:2][C:3]1[C:8]([CH:9]2[CH2:11][CH2:10]2)=[CH:7][CH:6]=[CH:5][C:4]=1[N:12]1[C:16](=[O:17])[N:15]([CH3:18])[N:14]=[N:13]1.[CH3:19][O:20][C:21]1[CH:26]=[CH:25][C:24]([N:27]2[CH:31]=[CH:30][C:29]([OH:32])=[N:28]2)=[CH:23][CH:22]=1.C(=O)([O-])[O-].[K+].[K+].C(#N)C. Given the product [CH3:19][O:20][C:21]1[CH:22]=[CH:23][C:24]([N:27]2[CH:31]=[CH:30][C:29]([O:32][CH2:2][C:3]3[C:8]([CH:9]4[CH2:11][CH2:10]4)=[CH:7][CH:6]=[CH:5][C:4]=3[N:12]3[C:16](=[O:17])[N:15]([CH3:18])[N:14]=[N:13]3)=[N:28]2)=[CH:25][CH:26]=1, predict the reactants needed to synthesize it.